Dataset: Forward reaction prediction with 1.9M reactions from USPTO patents (1976-2016). Task: Predict the product of the given reaction. Given the reactants [CH3:1][O:2][C:3]1[CH:10]=[CH:9][C:6]([CH:7]=O)=[CH:5][C:4]=1[C:11]1[CH:16]=[CH:15][CH:14]=[CH:13][CH:12]=1.[CH3:17][C:18]1[C:26]([Cl:27])=[CH:25][CH:24]=[C:23]2[C:19]=1[CH2:20][C:21](=[O:28])[NH:22]2, predict the reaction product. The product is: [Cl:27][C:26]1[C:18]([CH3:17])=[C:19]2[C:23](=[CH:24][CH:25]=1)[NH:22][C:21](=[O:28])[C:20]2=[CH:7][C:6]1[CH:5]=[C:4]([C:11]2[CH:16]=[CH:15][CH:14]=[CH:13][CH:12]=2)[C:3]([O:2][CH3:1])=[CH:10][CH:9]=1.